From a dataset of Reaction yield outcomes from USPTO patents with 853,638 reactions. Predict the reaction yield, written as a fraction of the theoretical maximum amount of product (1.0 means a 100% yield; for example, 0.34 means a 34% yield). (1) The reactants are [NH2:1][C:2]12[CH2:10][CH2:9][CH:6]([CH2:7][CH2:8]1)[CH2:5][N:4]1[C:11](=[O:29])[C:12]([OH:28])=[C:13]([C:15]3[NH:16][CH:17]=[C:18]([CH2:20][C:21]4[CH:26]=[CH:25][C:24]([F:27])=[CH:23][CH:22]=4)[N:19]=3)[N:14]=[C:3]21.C(N(CC)CC)C.[CH3:37][C:38]1[O:42][N:41]=[C:40]([C:43](Cl)=[O:44])[CH:39]=1.CNC.CO. The catalyst is C(Cl)Cl.CO. The product is [F:27][C:24]1[CH:25]=[CH:26][C:21]([CH2:20][C:18]2[N:19]=[C:15]([C:13]3[N:14]=[C:3]4[C:2]5([NH:1][C:43]([C:40]6[CH:39]=[C:38]([CH3:37])[O:42][N:41]=6)=[O:44])[CH2:8][CH2:7][CH:6]([CH2:9][CH2:10]5)[CH2:5][N:4]4[C:11](=[O:29])[C:12]=3[OH:28])[NH:16][CH:17]=2)=[CH:22][CH:23]=1. The yield is 0.390. (2) The reactants are Cl[CH:2]([CH3:6])[C:3](=O)[CH3:4].[CH3:7][O:8][C:9]1[CH:17]=[CH:16][C:12]([C:13]([NH2:15])=[O:14])=[CH:11][CH:10]=1. No catalyst specified. The product is [CH3:7][O:8][C:9]1[CH:17]=[CH:16][C:12]([C:13]2[O:14][C:2]([CH3:6])=[C:3]([CH3:4])[N:15]=2)=[CH:11][CH:10]=1. The yield is 0.420. (3) The reactants are [NH2:1][C:2]1[N:7]=[CH:6][N:5]=[C:4]2[N:8]([CH:12]([C:14]3[O:15][C:16]4[C:21]([C:22](=[O:31])[C:23]=3[C:24]3[CH:29]=[CH:28][CH:27]=[C:26]([F:30])[CH:25]=3)=[CH:20][CH:19]=[CH:18][CH:17]=4)[CH3:13])[N:9]=[C:10](I)[C:3]=12.[NH:32]1[C:40]2[C:35](=[CH:36][C:37](B3OC(C)(C)C(C)(C)O3)=[CH:38][CH:39]=2)[CH:34]=[N:33]1.[C:50](=O)([O-])[O-].[Na+].[Na+].ClCCl. The catalyst is CN(C=O)C.C(O)C.O. The product is [NH2:1][C:2]1[N:7]=[CH:6][N:5]=[C:4]2[N:8]([CH:12]([C:14]3[O:15][C:16]4[C:21]([C:22](=[O:31])[C:23]=3[C:24]3[CH:29]=[CH:28][CH:27]=[C:26]([F:30])[CH:25]=3)=[CH:20][CH:19]=[CH:18][CH:17]=4)[CH3:13])[N:9]=[C:10]([C:37]3[CH:36]=[C:35]4[C:40](=[CH:39][CH:38]=3)[NH:32][N:33]=[C:34]4[CH3:50])[C:3]=12. The yield is 0.140. (4) The reactants are [Cl:1][C:2]1[CH:7]=[CH:6][C:5]([C:8](=O)[C:9]([C:11]2[CH:16]=[CH:15][C:14]([Cl:17])=[CH:13][CH:12]=2)=O)=[CH:4][CH:3]=1.[NH2:19]/[C:20](/[C:25]#[N:26])=[C:21](\[NH2:24])/[C:22]#[N:23].C(O)(=O)C. The catalyst is C(O)C.O. The product is [Cl:1][C:2]1[CH:7]=[CH:6][C:5]([C:8]2[N:19]=[C:20]([C:25]#[N:26])[C:21]([C:22]#[N:23])=[N:24][C:9]=2[C:11]2[CH:16]=[CH:15][C:14]([Cl:17])=[CH:13][CH:12]=2)=[CH:4][CH:3]=1. The yield is 0.690. (5) The reactants are [Si]([O:8][CH2:9][CH2:10][N:11]1[C:17](=[O:18])[C:16]2[CH:19]=[CH:20][CH:21]=[CH:22][C:15]=2[O:14][C:13]2[CH:23]=[CH:24][CH:25]=[CH:26][C:12]1=2)(C(C)(C)C)(C)C.[F-].C([N+](CCCC)(CCCC)CCCC)CCC. The catalyst is C1COCC1. The product is [OH:8][CH2:9][CH2:10][N:11]1[C:17](=[O:18])[C:16]2[CH:19]=[CH:20][CH:21]=[CH:22][C:15]=2[O:14][C:13]2[CH:23]=[CH:24][CH:25]=[CH:26][C:12]1=2. The yield is 0.850. (6) The reactants are [CH2:1]([O:3][C:4](=[O:17])[C:5]1[CH:10]=[C:9]([C:11]([F:14])([F:13])[F:12])[C:8](Cl)=[CH:7][C:6]=1[NH2:16])[CH3:2].[K].[CH:19]([B-](F)(F)F)=[CH2:20].C(=O)([O-])[O-].[K+].[K+]. The catalyst is C1(C)C=CC=CC=1.C([O-])(=O)C.[Pd+2].C([O-])(=O)C.C(OCC)(=O)C. The product is [CH2:1]([O:3][C:4](=[O:17])[C:5]1[CH:10]=[C:9]([C:11]([F:14])([F:13])[F:12])[C:8]([CH:19]=[CH2:20])=[CH:7][C:6]=1[NH2:16])[CH3:2]. The yield is 0.910. (7) The product is [CH3:1][O:2][CH2:3][CH2:4][O:5][C:6]1[CH:14]=[CH:13][C:9]([C:10]([NH:29][C:30]2[S:34][C:33]([NH:35][C:36]3[CH:41]=[CH:40][N:39]=[C:38]([F:42])[CH:37]=3)=[N:32][C:31]=2[C:43]([NH2:45])=[O:44])=[O:12])=[CH:8][C:7]=1[N+:15]([O-:17])=[O:16]. The yield is 0.0900. The catalyst is C(Cl)Cl.N1C=CC=CC=1. The reactants are [CH3:1][O:2][CH2:3][CH2:4][O:5][C:6]1[CH:14]=[CH:13][C:9]([C:10]([OH:12])=O)=[CH:8][C:7]=1[N+:15]([O-:17])=[O:16].CN(C=O)C.C(Cl)(=O)C(Cl)=O.[NH2:29][C:30]1[S:34][C:33]([NH:35][C:36]2[CH:41]=[CH:40][N:39]=[C:38]([F:42])[CH:37]=2)=[N:32][C:31]=1[C:43]([NH2:45])=[O:44]. (8) The product is [CH2:1]([S:8][CH:9]([CH2:19][N:21]1[CH2:26][CH2:25][S:24][CH2:23][CH2:22]1)[CH2:10][NH:11][C:12](=[O:18])[O:13][C:14]([CH3:17])([CH3:16])[CH3:15])[C:2]1[CH:7]=[CH:6][CH:5]=[CH:4][CH:3]=1. The catalyst is O1CCCC1. The yield is 0.910. The reactants are [CH2:1]([S:8][CH:9]([CH:19]=O)[CH2:10][NH:11][C:12](=[O:18])[O:13][C:14]([CH3:17])([CH3:16])[CH3:15])[C:2]1[CH:7]=[CH:6][CH:5]=[CH:4][CH:3]=1.[NH:21]1[CH2:26][CH2:25][S:24][CH2:23][CH2:22]1.C(O[BH-](OC(=O)C)OC(=O)C)(=O)C.[Na+].C(=O)([O-])O.[Na+]. (9) The reactants are [H-].[Na+].[Cl:3][C:4]1[CH:9]=[C:8]([NH2:10])[C:7]([I:11])=[CH:6][N:5]=1.Br[CH2:13][CH:14]1[CH2:19][CH2:18][N:17]([C:20]([O:22][C:23]([CH3:26])([CH3:25])[CH3:24])=[O:21])[CH2:16][CH2:15]1.O. The catalyst is CN(C=O)C. The product is [Cl:3][C:4]1[CH:9]=[C:8]([NH:10][CH2:13][CH:14]2[CH2:19][CH2:18][N:17]([C:20]([O:22][C:23]([CH3:24])([CH3:26])[CH3:25])=[O:21])[CH2:16][CH2:15]2)[C:7]([I:11])=[CH:6][N:5]=1. The yield is 0.460. (10) The reactants are [Br:1][C:2]1[CH:3]=[CH:4][C:5]([OH:10])=[C:6]([CH:9]=1)[CH:7]=[O:8].C([O-])([O-])=O.[K+].[K+].[Cl:17][C:18]1[CH:25]=[CH:24][C:21]([CH2:22]Cl)=[CH:20][CH:19]=1.CCOC(C)=O.O. The catalyst is CN(C=O)C. The product is [Br:1][C:2]1[CH:3]=[CH:4][C:5]([O:10][CH2:22][C:21]2[CH:24]=[CH:25][C:18]([Cl:17])=[CH:19][CH:20]=2)=[C:6]([CH:9]=1)[CH:7]=[O:8]. The yield is 1.00.